This data is from CYP1A2 inhibition data for predicting drug metabolism from PubChem BioAssay. The task is: Regression/Classification. Given a drug SMILES string, predict its absorption, distribution, metabolism, or excretion properties. Task type varies by dataset: regression for continuous measurements (e.g., permeability, clearance, half-life) or binary classification for categorical outcomes (e.g., BBB penetration, CYP inhibition). Dataset: cyp1a2_veith. The drug is COC(=O)c1nn(-c2cccc(C(F)(F)F)c2)c(=O)cc1Sc1ccccn1. The result is 1 (inhibitor).